Dataset: Full USPTO retrosynthesis dataset with 1.9M reactions from patents (1976-2016). Task: Predict the reactants needed to synthesize the given product. (1) Given the product [C:17]([OH:24])(=[O:23])/[CH:18]=[CH:19]/[C:20]([OH:22])=[O:21].[CH3:1][O:2][C:3]1[CH:4]=[C:5]([N:9]2[C@H:16]3[C@H:11]([CH2:12][CH2:13][NH:14][CH2:15]3)[CH2:10]2)[CH:6]=[N:7][CH:8]=1, predict the reactants needed to synthesize it. The reactants are: [CH3:1][O:2][C:3]1[CH:4]=[C:5]([N:9]2[C@H:16]3[C@H:11]([CH2:12][CH2:13][NH:14][CH2:15]3)[CH2:10]2)[CH:6]=[N:7][CH:8]=1.[C:17]([OH:24])(=[O:23])/[CH:18]=[CH:19]/[C:20]([OH:22])=[O:21]. (2) Given the product [CH2:1]([O:3][C:4](=[O:25])[C:5]([N:7]([CH2:15][C:16]1[CH:24]=[CH:23][C:19]([C:20]([OH:22])=[O:21])=[CH:18][CH:17]=1)[CH2:8][CH:9]1[CH2:14][CH2:13][N:12]([C:26]([O:28][CH2:29][CH:30]2[C:31]3[CH:32]=[CH:33][CH:34]=[CH:35][C:36]=3[C:37]3[C:42]2=[CH:41][CH:40]=[CH:39][CH:38]=3)=[O:27])[CH2:11][CH2:10]1)=[O:6])[CH3:2], predict the reactants needed to synthesize it. The reactants are: [CH2:1]([O:3][C:4](=[O:25])[C:5]([N:7]([CH2:15][C:16]1[CH:24]=[CH:23][C:19]([C:20]([OH:22])=[O:21])=[CH:18][CH:17]=1)[CH2:8][CH:9]1[CH2:14][CH2:13][NH:12][CH2:11][CH2:10]1)=[O:6])[CH3:2].[C:26](ON1C(=O)CCC1=O)([O:28][CH2:29][CH:30]1[C:42]2[C:37](=[CH:38][CH:39]=[CH:40][CH:41]=2)[C:36]2[C:31]1=[CH:32][CH:33]=[CH:34][CH:35]=2)=[O:27].C([O-])(O)=O.[Na+]. (3) Given the product [O:14]1[C:18]2[CH:19]=[CH:20][C:21]([C:23]3([C:26]([NH:11][C:10]4[CH:12]=[CH:13][C:7]([C:5]5[N:6]=[C:2]([CH3:1])[S:3][CH:4]=5)=[CH:8][CH:9]=4)=[O:27])[CH2:24][CH2:25]3)=[CH:22][C:17]=2[O:16][CH2:15]1, predict the reactants needed to synthesize it. The reactants are: [CH3:1][C:2]1[S:3][CH:4]=[C:5]([C:7]2[CH:13]=[CH:12][C:10]([NH2:11])=[CH:9][CH:8]=2)[N:6]=1.[O:14]1[C:18]2[CH:19]=[CH:20][C:21]([C:23]3([C:26](O)=[O:27])[CH2:25][CH2:24]3)=[CH:22][C:17]=2[O:16][CH2:15]1.C(N(CC)CC)C.CN(C(ON1N=NC2C=CC=NC1=2)=[N+](C)C)C.F[P-](F)(F)(F)(F)F.